Dataset: NCI-60 drug combinations with 297,098 pairs across 59 cell lines. Task: Regression. Given two drug SMILES strings and cell line genomic features, predict the synergy score measuring deviation from expected non-interaction effect. (1) Drug 1: COC1=NC(=NC2=C1N=CN2C3C(C(C(O3)CO)O)O)N. Drug 2: CNC(=O)C1=NC=CC(=C1)OC2=CC=C(C=C2)NC(=O)NC3=CC(=C(C=C3)Cl)C(F)(F)F. Cell line: A549. Synergy scores: CSS=-1.83, Synergy_ZIP=2.43, Synergy_Bliss=1.99, Synergy_Loewe=0.905, Synergy_HSA=-0.530. (2) Drug 1: C1=NC2=C(N1)C(=S)N=C(N2)N. Drug 2: CC1=C2C(C(=O)C3(C(CC4C(C3C(C(C2(C)C)(CC1OC(=O)C(C(C5=CC=CC=C5)NC(=O)C6=CC=CC=C6)O)O)OC(=O)C7=CC=CC=C7)(CO4)OC(=O)C)O)C)OC(=O)C. Cell line: UACC62. Synergy scores: CSS=44.5, Synergy_ZIP=-12.9, Synergy_Bliss=-10.1, Synergy_Loewe=-6.02, Synergy_HSA=-4.03.